Dataset: Ames mutagenicity test results for genotoxicity prediction. Task: Regression/Classification. Given a drug SMILES string, predict its toxicity properties. Task type varies by dataset: regression for continuous values (e.g., LD50, hERG inhibition percentage) or binary classification for toxic/non-toxic outcomes (e.g., AMES mutagenicity, cardiotoxicity, hepatotoxicity). Dataset: ames. (1) The drug is O=NN(CC1(O)CCC(O)C(O)C1O)C(Cc1ccccc1)C(=O)O. The result is 0 (non-mutagenic). (2) The molecule is Nc1ccc(Cl)c(Cl)c1Cl. The result is 0 (non-mutagenic). (3) The drug is CCCCCN1C2c3ccccc3-c3ccccc3C21. The result is 1 (mutagenic). (4) The molecule is COc1cc2nc3occc3c(OC)c2cc1OC. The result is 1 (mutagenic). (5) The compound is CC(C#N)CCC#N. The result is 1 (mutagenic). (6) The molecule is CC1=CCC2C(C)=CCC(C(C)(C)C)C2C1. The result is 0 (non-mutagenic). (7) The result is 0 (non-mutagenic). The molecule is CN(C)c1ccc(N=Nc2ccc(N(C)C)cc2)cc1.